Dataset: NCI-60 drug combinations with 297,098 pairs across 59 cell lines. Task: Regression. Given two drug SMILES strings and cell line genomic features, predict the synergy score measuring deviation from expected non-interaction effect. (1) Drug 1: C1=C(C(=O)NC(=O)N1)F. Drug 2: C1=CC(=CC=C1CC(C(=O)O)N)N(CCCl)CCCl.Cl. Cell line: NCI-H226. Synergy scores: CSS=21.9, Synergy_ZIP=3.55, Synergy_Bliss=6.23, Synergy_Loewe=5.93, Synergy_HSA=7.56. (2) Drug 1: C1=CC(=CC=C1CCCC(=O)O)N(CCCl)CCCl. Drug 2: CC(C1=C(C=CC(=C1Cl)F)Cl)OC2=C(N=CC(=C2)C3=CN(N=C3)C4CCNCC4)N. Cell line: SW-620. Synergy scores: CSS=13.0, Synergy_ZIP=-13.1, Synergy_Bliss=-10.8, Synergy_Loewe=-10.4, Synergy_HSA=-9.55.